This data is from Catalyst prediction with 721,799 reactions and 888 catalyst types from USPTO. The task is: Predict which catalyst facilitates the given reaction. (1) Product: [C:26]([C@H:22]1[CH2:23][CH2:24][CH2:25][N:21]1[C:19](=[O:20])[CH2:18][CH2:17][C:16]([N:12]1[CH2:13][CH2:14][CH2:15][C@@H:11]1[C:9]([OH:10])=[O:8])=[O:36])([OH:28])=[O:27]. Reactant: C([O:8][C:9]([C@H:11]1[CH2:15][CH2:14][CH2:13][N:12]1[C:16](=[O:36])[CH2:17][CH2:18][C:19]([N:21]1[CH2:25][CH2:24][CH2:23][C@@H:22]1[C:26]([O:28]CC1C=CC=CC=1)=[O:27])=[O:20])=[O:10])C1C=CC=CC=1.[H][H]. The catalyst class is: 29. (2) Reactant: [CH:1]1[C:14]2[C:5](=[CH:6][C:7]3[C:12]([C:13]=2[C:15](O)=[O:16])=[CH:11][CH:10]=[CH:9][CH:8]=3)[CH:4]=[CH:3][CH:2]=1.Cl.[NH:19]1[CH2:24][CH2:23][C:22](=[O:25])[CH2:21][CH2:20]1.C(N(CC)CC)C.Cl.C(N=C=NCCCN(C)C)C.ON1C2C=CC=CC=2N=N1. Product: [CH:11]1[C:12]2[C:7](=[CH:6][C:5]3[C:14]([C:13]=2[C:15]([N:19]2[CH2:24][CH2:23][C:22](=[O:25])[CH2:21][CH2:20]2)=[O:16])=[CH:1][CH:2]=[CH:3][CH:4]=3)[CH:8]=[CH:9][CH:10]=1. The catalyst class is: 39.